Dataset: Catalyst prediction with 721,799 reactions and 888 catalyst types from USPTO. Task: Predict which catalyst facilitates the given reaction. Reactant: [F:1][C:2]1[CH:3]=[C:4]2[C:9](=[CH:10][C:11]=1[O:12][CH3:13])[C:8](=O)[CH:7]([C:15]([O:17][CH3:18])=[O:16])[CH2:6][CH2:5]2.S(=O)(=O)(O)O.C(O)(=O)C. Product: [F:1][C:2]1[CH:3]=[C:4]2[C:9](=[CH:10][C:11]=1[O:12][CH3:13])[CH2:8][CH:7]([C:15]([O:17][CH3:18])=[O:16])[CH2:6][CH2:5]2. The catalyst class is: 45.